Dataset: Catalyst prediction with 721,799 reactions and 888 catalyst types from USPTO. Task: Predict which catalyst facilitates the given reaction. (1) Product: [NH2:26][C:23]1[CH:24]=[CH:25][C:20]([O:19][C:10]2[CH:11]=[C:12]3[C:16](=[CH:17][C:9]=2[NH:8][CH:7]([C:1]2[CH:2]=[CH:3][CH:4]=[CH:5][CH:6]=2)[C:30]2[CH:35]=[CH:34][CH:33]=[CH:32][CH:31]=2)[N:15]([CH3:18])[N:14]=[CH:13]3)=[C:21]([F:29])[CH:22]=1. Reactant: [C:1]1([C:7]([C:30]2[CH:35]=[CH:34][CH:33]=[CH:32][CH:31]=2)=[N:8][C:9]2[CH:17]=[C:16]3[C:12]([CH:13]=[N:14][N:15]3[CH3:18])=[CH:11][C:10]=2[O:19][C:20]2[CH:25]=[CH:24][C:23]([N+:26]([O-])=O)=[CH:22][C:21]=2[F:29])[CH:6]=[CH:5][CH:4]=[CH:3][CH:2]=1.CCO.C([O-])=O.[NH4+]. The catalyst class is: 45. (2) Reactant: [CH3:1][O:2][C:3]1[CH:4]=[C:5]2[C:10](=[CH:11][C:12]=1[O:13][CH3:14])[N:9]=[CH:8][CH:7]=[C:6]2[O:15][C:16]1[C:22]([CH3:23])=[CH:21][C:19]([NH2:20])=[C:18]([CH3:24])[CH:17]=1.Cl[C:26](Cl)([O:28][C:29](=[O:35])OC(Cl)(Cl)Cl)Cl.[CH:37]1(CO)[CH2:40][CH2:39][CH2:38]1.C(=O)(O)[O-].[Na+]. Product: [CH3:1][O:2][C:3]1[CH:4]=[C:5]2[C:10](=[CH:11][C:12]=1[O:13][CH3:14])[N:9]=[CH:8][CH:7]=[C:6]2[O:15][C:16]1[C:22]([CH3:23])=[CH:21][C:19]([NH:20][C:29](=[O:35])[O:28][CH2:26][CH:37]2[CH2:40][CH2:39][CH2:38]2)=[C:18]([CH3:24])[CH:17]=1. The catalyst class is: 208. (3) Reactant: [N:1]1[C:10]2[C:5](=[CH:6][C:7]([C:11]3([C:14]4[N:18]5[CH:19]=[C:20]([C:23]6[CH:28]=[CH:27][C:26]([C:29]7([C:32]([OH:34])=O)[CH2:31][CH2:30]7)=[CH:25][CH:24]=6)[CH:21]=[N:22][C:17]5=[N:16][CH:15]=4)[CH2:13][CH2:12]3)=[CH:8][CH:9]=2)[CH:4]=[CH:3][CH:2]=1.[CH2:35]([NH2:37])[CH3:36].F[P-](F)(F)(F)(F)F.N1(O[P+](N(C)C)(N(C)C)N(C)C)C2C=CC=CC=2N=N1.C(N(CC)C(C)C)(C)C. Product: [CH2:35]([NH:37][C:32]([C:29]1([C:26]2[CH:25]=[CH:24][C:23]([C:20]3[CH:21]=[N:22][C:17]4[N:18]([C:14]([C:11]5([C:7]6[CH:6]=[C:5]7[C:10](=[CH:9][CH:8]=6)[N:1]=[CH:2][CH:3]=[CH:4]7)[CH2:13][CH2:12]5)=[CH:15][N:16]=4)[CH:19]=3)=[CH:28][CH:27]=2)[CH2:31][CH2:30]1)=[O:34])[CH3:36]. The catalyst class is: 9. (4) Reactant: [C:1](OC(=O)C)(=[O:3])[CH3:2].C(N(CC)CC)C.[C:15]([O:19][C:20]([CH2:22][NH:23][CH:24]1[CH2:28][CH2:27][NH:26][CH2:25]1)=[O:21])([CH3:18])([CH3:17])[CH3:16]. Product: [C:1]([N:26]1[CH2:27][CH2:28][CH:24]([NH:23][CH2:22][C:20]([O:19][C:15]([CH3:18])([CH3:16])[CH3:17])=[O:21])[CH2:25]1)(=[O:3])[CH3:2]. The catalyst class is: 4. (5) Reactant: [CH2:1]([O:3][C:4](=[O:9])[CH2:5][C:6](=[O:8])[CH3:7])[CH3:2].[Br:10]Br.O=O. Product: [CH2:1]([O:3][C:4](=[O:9])[CH2:5][C:6](=[O:8])[CH2:7][Br:10])[CH3:2]. The catalyst class is: 22. (6) Reactant: [CH2:1]([O:3][C:4]([N:6]1[CH2:22][CH2:21][C:9]2[N:10]3[C:19]4[C:18]([C:8]=2[CH2:7]1)=[CH:17][CH:16]=[CH:15][C:14]=4[NH:13][C:12](=[O:20])[CH2:11]3)=[O:5])[CH3:2].C1NC2C(=CC=CC=2)NC1=O.O=C1CCN(C(OCC)=O)CC1.N1C2C(=CC=CC=2)C=C1.[BH3-]C#N.[Na+].[OH-].[Na+]. Product: [O:20]=[C:12]1[CH2:11][N:10]2[C@H:9]3[CH2:21][CH2:22][N:6]([C:4]([O:3][CH2:1][CH3:2])=[O:5])[CH2:7][C@H:8]3[C:18]3[C:19]2=[C:14]([CH:15]=[CH:16][CH:17]=3)[NH:13]1. The catalyst class is: 484.